Dataset: NCI-60 drug combinations with 297,098 pairs across 59 cell lines. Task: Regression. Given two drug SMILES strings and cell line genomic features, predict the synergy score measuring deviation from expected non-interaction effect. (1) Synergy scores: CSS=54.1, Synergy_ZIP=-1.61, Synergy_Bliss=-4.24, Synergy_Loewe=-4.77, Synergy_HSA=0.460. Drug 1: C1=CC(=C2C(=C1NCCNCCO)C(=O)C3=C(C=CC(=C3C2=O)O)O)NCCNCCO. Cell line: HCT116. Drug 2: C1=C(C(=O)NC(=O)N1)N(CCCl)CCCl. (2) Drug 1: C1CCN(CC1)CCOC2=CC=C(C=C2)C(=O)C3=C(SC4=C3C=CC(=C4)O)C5=CC=C(C=C5)O. Drug 2: CC1CCCC2(C(O2)CC(NC(=O)CC(C(C(=O)C(C1O)C)(C)C)O)C(=CC3=CSC(=N3)C)C)C. Cell line: SW-620. Synergy scores: CSS=10.0, Synergy_ZIP=-4.18, Synergy_Bliss=-3.72, Synergy_Loewe=-15.4, Synergy_HSA=-5.73. (3) Drug 1: C1C(C(OC1N2C=NC3=C(N=C(N=C32)Cl)N)CO)O. Drug 2: C(=O)(N)NO. Cell line: EKVX. Synergy scores: CSS=-2.68, Synergy_ZIP=3.00, Synergy_Bliss=2.49, Synergy_Loewe=-2.68, Synergy_HSA=-2.89. (4) Cell line: NCIH23. Drug 1: COC1=CC(=CC(=C1O)OC)C2C3C(COC3=O)C(C4=CC5=C(C=C24)OCO5)OC6C(C(C7C(O6)COC(O7)C8=CC=CS8)O)O. Synergy scores: CSS=49.3, Synergy_ZIP=-5.59, Synergy_Bliss=-6.56, Synergy_Loewe=-3.45, Synergy_HSA=-3.26. Drug 2: B(C(CC(C)C)NC(=O)C(CC1=CC=CC=C1)NC(=O)C2=NC=CN=C2)(O)O.